Dataset: Forward reaction prediction with 1.9M reactions from USPTO patents (1976-2016). Task: Predict the product of the given reaction. (1) Given the reactants [CH3:1][O:2][C:3]1[CH:4]=[C:5]([CH2:11][CH2:12][NH2:13])[CH:6]=[C:7]([O:9][CH3:10])[CH:8]=1.[CH:14]1([CH:17]=O)[CH2:16][CH2:15]1, predict the reaction product. The product is: [CH:14]1([CH2:17][NH:13][CH2:12][CH2:11][C:5]2[CH:6]=[C:7]([O:9][CH3:10])[CH:8]=[C:3]([O:2][CH3:1])[CH:4]=2)[CH2:16][CH2:15]1. (2) Given the reactants [OH:1][C:2]1[CH:9]=[CH:8][C:5]([CH:6]=[O:7])=[CH:4][CH:3]=1.[Cl:10][C:11]1[CH:12]=[C:13]([CH:16]=[CH:17][C:18]=1F)[C:14]#[N:15], predict the reaction product. The product is: [Cl:10][C:11]1[CH:12]=[C:13]([CH:16]=[CH:17][C:18]=1[O:1][C:2]1[CH:9]=[CH:8][C:5]([CH:6]=[O:7])=[CH:4][CH:3]=1)[C:14]#[N:15].